This data is from Peptide-MHC class II binding affinity with 134,281 pairs from IEDB. The task is: Regression. Given a peptide amino acid sequence and an MHC pseudo amino acid sequence, predict their binding affinity value. This is MHC class II binding data. (1) The peptide sequence is TGSDGKTTWCSQTDY. The MHC is DRB1_1302 with pseudo-sequence DRB1_1302. The binding affinity (normalized) is 0.194. (2) The peptide sequence is HDYEGLSYRSLQPET. The MHC is DRB1_1001 with pseudo-sequence DRB1_1001. The binding affinity (normalized) is 0.595.